This data is from Reaction yield outcomes from USPTO patents with 853,638 reactions. The task is: Predict the reaction yield, written as a fraction of the theoretical maximum amount of product (1.0 means a 100% yield; for example, 0.34 means a 34% yield). (1) The reactants are [NH2:1][C:2]1[CH:35]=[CH:34][C:5]([C:6]([NH:8][C@H:9]2[CH2:14][CH2:13][CH2:12][C@@H:11]([NH:15][C:16]3[N:21]=[C:20]([C:22]4[C:30]5[C:25](=[CH:26][CH:27]=[CH:28][CH:29]=5)[NH:24][CH:23]=4)[C:19]([CH:31]4[CH2:33][CH2:32]4)=[CH:18][N:17]=3)[CH2:10]2)=[O:7])=[CH:4][CH:3]=1.Cl.C[CH2:38][N:39]([CH:43]([CH3:45])C)[CH:40](C)C.BrC/C=[CH:49]/[C:50](Cl)=[O:51].C(Cl)Cl.CNC.C1COCC1. The catalyst is CN1C(=O)CCC1.C1COCC1. The product is [CH:31]1([C:19]2[C:20]([C:22]3[C:30]4[C:25](=[CH:26][CH:27]=[CH:28][CH:29]=4)[NH:24][CH:23]=3)=[N:21][C:16]([NH:15][C@@H:11]3[CH2:12][CH2:13][CH2:14][C@H:9]([NH:8][C:6](=[O:7])[C:5]4[CH:34]=[CH:35][C:2]([NH:1][C:50](=[O:51])/[CH:49]=[CH:45]/[CH2:43][N:39]([CH3:38])[CH3:40])=[CH:3][CH:4]=4)[CH2:10]3)=[N:17][CH:18]=2)[CH2:33][CH2:32]1. The yield is 0.190. (2) The reactants are [O:1]=[O+][O-].[Cl:4][C:5]1[C:31]([C:32]([F:35])([F:34])[F:33])=[CH:30][CH:29]=[CH:28][C:6]=1[C:7]([NH:9][CH:10]([C:12]1[N:13]=[N:14][N:15]([C:22]2[N:27]=[CH:26][CH:25]=[CH:24][N:23]=2)[C:16]=1[CH2:17][CH:18]=C(C)C)[CH3:11])=[O:8].[BH4-].[Na+]. The catalyst is CO. The product is [Cl:4][C:5]1[C:31]([C:32]([F:35])([F:34])[F:33])=[CH:30][CH:29]=[CH:28][C:6]=1[C:7]([NH:9][CH:10]([C:12]1[N:13]=[N:14][N:15]([C:22]2[N:27]=[CH:26][CH:25]=[CH:24][N:23]=2)[C:16]=1[CH2:17][CH2:18][OH:1])[CH3:11])=[O:8]. The yield is 0.700. (3) The reactants are [NH2:1][C:2]1[C:7]([N+:8]([O-:10])=[O:9])=[CH:6][CH:5]=[CH:4][C:3]=1[OH:11].ClC[CH2:14][CH2:15][OH:16]. No catalyst specified. The product is [NH2:1][C:2]1[C:7]([N+:8]([O-:10])=[O:9])=[CH:6][CH:5]=[CH:4][C:3]=1[O:11][CH2:14][CH2:15][OH:16]. The yield is 1.00. (4) The reactants are [CH3:1][C:2]1[C:11]2[C:6](=[CH:7][CH:8]=[CH:9][CH:10]=2)[C:5]([N+:12]([O-])=O)=[CH:4][C:3]=1N. The catalyst is C(O)C.[Ni]. The product is [CH3:1][C:2]1[C:11]2[C:6](=[CH:7][CH:8]=[CH:9][CH:10]=2)[C:5]([NH2:12])=[CH:4][CH:3]=1. The yield is 0.750.